From a dataset of Full USPTO retrosynthesis dataset with 1.9M reactions from patents (1976-2016). Predict the reactants needed to synthesize the given product. (1) Given the product [C:19]([O:23][C:24]([N:26]1[CH2:31][CH2:30][CH2:29][CH:28]([CH2:32][S:1][C:2]2[S:3][CH:4]=[C:5]([C:7]3[CH:12]=[CH:11][CH:10]=[CH:9][CH:8]=3)[N:6]=2)[CH2:27]1)=[O:25])([CH3:22])([CH3:20])[CH3:21], predict the reactants needed to synthesize it. The reactants are: [SH:1][C:2]1[S:3][CH:4]=[C:5]([C:7]2[CH:12]=[CH:11][CH:10]=[CH:9][CH:8]=2)[N:6]=1.C(=O)([O-])[O-].[K+].[K+].[C:19]([O:23][C:24]([N:26]1[CH2:31][CH2:30][CH2:29][CH:28]([CH2:32]I)[CH2:27]1)=[O:25])([CH3:22])([CH3:21])[CH3:20].O. (2) The reactants are: Br[C:2]1[CH:3]=[CH:4][C:5]2[N:6]([C:8]([C:12]3[S:13][C:14]([C:23]4[N:27]=[CH:26][N:25]([CH:28]5[CH2:33][CH2:32][CH2:31][CH2:30][O:29]5)[N:24]=4)=[C:15]([C:17]4[CH:22]=[CH:21][CH:20]=[CH:19][CH:18]=4)[N:16]=3)=[C:9]([CH3:11])[N:10]=2)[CH:7]=1.[F:34][C:35]1[CH:40]=[CH:39][CH:38]=[C:37]([O:41][CH3:42])[C:36]=1B(O)O.C(=O)([O-])[O-].[Cs+].[Cs+].CCOC(C)=O. Given the product [F:34][C:35]1[CH:40]=[CH:39][CH:38]=[C:37]([O:41][CH3:42])[C:36]=1[C:2]1[CH:3]=[CH:4][C:5]2[N:6]([C:8]([C:12]3[S:13][C:14]([C:23]4[N:27]=[CH:26][N:25]([CH:28]5[CH2:33][CH2:32][CH2:31][CH2:30][O:29]5)[N:24]=4)=[C:15]([C:17]4[CH:22]=[CH:21][CH:20]=[CH:19][CH:18]=4)[N:16]=3)=[C:9]([CH3:11])[N:10]=2)[CH:7]=1, predict the reactants needed to synthesize it. (3) Given the product [F:12][C:6]1[C:5]([F:13])=[C:4]([O:19][C:20]2[CH:25]=[CH:24][CH:23]=[CH:22][CH:21]=2)[C:3]([F:15])=[C:2]([F:1])[C:7]=1[S:8]([NH2:11])(=[O:9])=[O:10], predict the reactants needed to synthesize it. The reactants are: [F:1][C:2]1[C:7]([S:8]([NH2:11])(=[O:10])=[O:9])=[C:6]([F:12])[C:5]([F:13])=[C:4](F)[C:3]=1[F:15].O.O.O.[O-:19][C:20]1[CH:25]=[CH:24][CH:23]=[CH:22][CH:21]=1.[Na+].CS(C)=O. (4) The reactants are: [Cl:1][C:2]1[CH:3]=[C:4]([C:9]([SH:31])([C:27]([F:30])([F:29])[F:28])[CH2:10][C:11]([C:13]2[CH:25]=[CH:24][C:16]([C:17]([NH:19][CH:20]3[CH2:23][S:22][CH2:21]3)=[O:18])=[C:15]([CH3:26])[CH:14]=2)=O)[CH:5]=[C:6]([Cl:8])[CH:7]=1.[NH2:32]OS(O)(=O)=O.[OH-].[K+]. Given the product [Cl:1][C:2]1[CH:3]=[C:4]([C:9]2([C:27]([F:30])([F:29])[F:28])[S:31][N:32]=[C:11]([C:13]3[CH:25]=[CH:24][C:16]([C:17]([NH:19][CH:20]4[CH2:23][S:22][CH2:21]4)=[O:18])=[C:15]([CH3:26])[CH:14]=3)[CH2:10]2)[CH:5]=[C:6]([Cl:8])[CH:7]=1, predict the reactants needed to synthesize it. (5) Given the product [NH3:6].[C:40]([OH:39])(=[O:42])[CH2:41][CH2:24][C:25]([OH:26])=[O:45].[F:1][C:2]1[CH:29]=[CH:28][C:5]2[N:6]=[C:7]([N:18]3[CH2:23][CH2:22][N:21]([CH3:30])[C@@H:20]([CH2:24][CH2:25][O:26][CH3:27])[CH2:19]3)[C:8]3[CH:14]=[C:13]([CH:15]([CH3:17])[CH3:16])[CH:12]=[CH:11][C:9]=3[NH:10][C:4]=2[CH:3]=1, predict the reactants needed to synthesize it. The reactants are: [F:1][C:2]1[CH:29]=[CH:28][C:5]2[N:6]=[C:7]([N:18]3[CH2:23][CH2:22][NH:21][C@@H:20]([CH2:24][CH2:25][O:26][CH3:27])[CH2:19]3)[C:8]3[CH:14]=[C:13]([CH:15]([CH3:17])[CH3:16])[CH:12]=[CH:11][C:9]=3[NH:10][C:4]=2[CH:3]=1.[C:30](O[BH-]([O:39][C:40](=[O:42])[CH3:41])[O:39][C:40](=[O:42])[CH3:41])(=O)[CH3:30].[Na+].C=[O:45]. (6) Given the product [Br:1][C:2]1[S:3][C:4]([CH:7]=[N:10][OH:11])=[CH:5][CH:6]=1, predict the reactants needed to synthesize it. The reactants are: [Br:1][C:2]1[S:3][C:4]([CH:7]=O)=[CH:5][CH:6]=1.Cl.[NH2:10][OH:11].